This data is from Experimentally validated miRNA-target interactions with 360,000+ pairs, plus equal number of negative samples. The task is: Binary Classification. Given a miRNA mature sequence and a target amino acid sequence, predict their likelihood of interaction. (1) The miRNA is hsa-miR-3661 with sequence UGACCUGGGACUCGGACAGCUG. Result: 1 (interaction). The protein sequence of the target gene is MNLLPCNPHGNGLLYAGFNQDHGCFACGMENGFRVYNTDPLKEKEKQEFLEGGVGHVEMLFRCNYLALVGGGKKPKYPPNKVMIWDDLKKKTVIEIEFSTEVKAVKLRRDRIVVVLDSMIKVFTFTHNPHQLHVFETCYNPKGLCVLCPNSNNSLLAFPGTHTGHVQLVDLASTEKPPVDIPAHEGVLSCIALNLQGTRIATASEKGTLIRIFDTSSGHLIQELRRGSQAANIYCINFNQDASLICVSSDHGTVHIFAAEDPKRNKQSSLASASFLPKYFSSKWSFSKFQVPSGSPCICA.... (2) The miRNA is rno-miR-338-3p with sequence UCCAGCAUCAGUGAUUUUGUUGA. The protein sequence of the target gene is MAESEDRSLRIVLVGKTGSGKSATANTILGEEIFDSRIAAQAVTKNCQKASREWQGRDLLVVDTPGLFDTKESLDTTCKEISRCIISSCPGPHAIVLVLLLGRYTEEEQKTVALIKAVFGKSAMKHMVILFTRKEELEGQSFHDFIADADVGLKSIVKECGNRCCAFSNSKKTSKAEKESQVQELVELIEKMVQCNEGAYFSDDIYKDTEERLKQREEVLRKIYTDQLNEEIKLVEEDKHKSEEEKEKEIKLLKLKYDEKIKNIREEAERNIFKDVFNRIWKMLSEIWHRFLSKCKFYSS.... Result: 0 (no interaction). (3) The miRNA is hsa-miR-6885-5p with sequence AGGGGGGCACUGCGCAAGCAAAGCC. The protein sequence of the target gene is MDMGNQHPSISRLQEIQKEVKSVEQQVIGFSGLSDDKNYKKLERILTKQLFEIDSVDTEGKGDIQQARKRAAQETERLLKELEQNANHPHRIEIQNIFEEAQSLVREKIVPFYNGGNCVTDEFEEGIQDIILRLTHVKTGGKISLRKARYHTLTKICAVQEIIEDCMKKQPSLPLSEDAHPSVAKINFVMCEVNKARGVLIALLMGVNNNETCRHLSCVLSGLIADLDALDVCGRTEIRNYRREVVEDINKLLKYLDLEEEADTTKAFDLRQNHSILKIEKVLKRMREIKNELLQAQNPS.... Result: 1 (interaction). (4) The miRNA is hsa-miR-532-5p with sequence CAUGCCUUGAGUGUAGGACCGU. The protein sequence of the target gene is MATALMAVVLRAAAVAPRLRGRGGTGGARRLSCGARRRAARGTSPGRRLSTAWSQPQPPPEEYAGADDVSQSPVAEEPSWVPSPRPPVPHESPEPPSGRSLVQRDIQAFLNQCGASPGEARHWLTQFQTCHHSADKPFAVIEVDEEVLKCQQGVSSLAFALAFLQRMDMKPLVVLGLPAPTAPSGCLSFWEAKAQLAKSCKVLVDALRHNAAAAVPFFGGGSVLRAAEPAPHASYGGIVSVETDLLQWCLESGSIPILCPIGETAARRSVLLDSLEVTASLAKALRPTKIIFLNNTGGLR.... Result: 0 (no interaction). (5) The miRNA is hsa-miR-6077 with sequence GGGAAGAGCUGUACGGCCUUC. The protein sequence of the target gene is MTSIHFVVHPLPGTEDQLNDRLREVSEKLNKYNLNSHPPLNVLEQATIKQCVVGPNHAAFLLEDGRVCRIGFSVQPDRLELGKPDNNDGSKLNSNSGAGRTSRPGRTSDSPWFLSGSETLGRLAGNTLGSRWSSGVGGSGGGSSGRSSAGARDSRRQTRVIRTGRDRGSGLLGSQPQPVIPASVIPEELISQAQVVLQGKSRSVIIRELQRTNLDVNLAVNNLLSRDDEDGDDGDDTASESYLPGEDLMSLLDADIHSAHPSVIIDADAMFSEDISYFGYPSFRRSSLSRLGSSRVLLLP.... Result: 0 (no interaction). (6) The miRNA is hsa-miR-183-3p with sequence GUGAAUUACCGAAGGGCCAUAA. The protein sequence of the target gene is MESNHKSGDGLSGTQKEAALRALVQRTGYSLVQENGQRKYGGPPPGWDAAPPERGCEIFIGKLPRDLFEDELIPLCEKIGKIYEMRMMMDFNGNNRGYAFVTFSNKVEAKNAIKQLNNYEIRNGRLLGVCASVDNCRLFVGGIPKTKKREEILSEMKKVTEGVVDVIVYPSAADKTKNRGFAFVEYESHRAAAMARRKLLPGRIQLWGHGIAVDWAEPEVEVDEDTMSSVKILYVRNLMLSTSEEMIEKEFNNIKPGAVERVKKIRDYAFVHFSNREDAVEAMKALNGKVLDGSPIEVTL.... Result: 1 (interaction). (7) The miRNA is mmu-miR-31-5p with sequence AGGCAAGAUGCUGGCAUAGCUG. The protein sequence of the target gene is MNFLRRRLSDSSFVANLPNGYMPDLQRPESSSSSPASPATERRHPQPLAASFSSPGSSLFSSFSGAMKQTPQAPSGLMEPPTPVTPVVQRPRILLVIDDAHTDWSKYFHGKKVNGDIEIRVEQAEFSELNLAAYVTGGCMVDMQVVRNGTKIVRSFKPDFILVRQHAYSMALAEDYRSLVIGLQYGGLPAVNSLYSVYNFCSKPWVFSQLIKIFHSLGPEKFPLVEQTFFPNHKPMLTAPNFPVVIKLGHAHAGMGKIKVENQHDYQDITSVVAMAKTYATTEAFIDSKYDIRIQKIGSN.... Result: 1 (interaction). (8) The miRNA is cel-miR-795-5p with sequence UGAGGUAGAUUGAUCAGCGAGCUU. The protein sequence of the target gene is MGSSSEASFRSAQASCSGARRQGLGRGDQNLSVMPPNGRAQTHTPGWVSDPLVLGAQVHGGCRGIEALSVSSGSWSSATVWILTGLGLGLSRPFLPGATVLRDRPLGSAFELSYDQKKAPLRLQ. Result: 0 (no interaction). (9) The protein sequence of the target gene is MYLVAGGRGLAGCGHLSVSLLGLLLLLARSGTRALVCLPCDESKCEEPRSCPGSIVQGVCGCCYMCARQRNESCGGAYGLHGACDRGLRCVIRPPLNGDSITEYEVGVCEDEDWDDDQLIGFEPCNENLISGCNIINGKCECGTIRTCNNPFEFPRKDMCLSALKRIEEEKPDCSKARCEVRFSPRCPEDSILIEGYAPPGECCPLPSRCVCDPAGCLRKVCQPGYLNILVSKASGKPGECCDLYECKPVFSVDCSTVECPPVQQAVCPLDSYETQVRLTADGCCTLPARCECLSGLCGF.... The miRNA is ath-miR775 with sequence UUCGAUGUCUAGCAGUGCCA. Result: 0 (no interaction). (10) The protein sequence of the target gene is MAEGGSPDGRAGPGSAGRNLKEWLREQFCDHPLEHCEDTRLHDAAYVGDLQTLRSLLQEESYRSRINEKSVWCCGWLPCTPLRIAATAGHGSCVDFLIRKGAEVDLVDVKGQTALYVAVVNGHLESTQILLEAGADPNGSRHHRSTPVYHASRVGRADILKALIRYGADVDVNHHLTPDVQPRFSRRLTSLVVCPLYISAAYHNLQCFRLLLLAGANPDFNCNGPVNTQGFYRGSPGCVMDAVLRHGCEAAFVSLLVEFGANLNLVKWESLGPESRGRRKVDPEALQVFKEARSVPRTLL.... Result: 1 (interaction). The miRNA is hsa-miR-548t-5p with sequence CAAAAGUGAUCGUGGUUUUUG.